From a dataset of Full USPTO retrosynthesis dataset with 1.9M reactions from patents (1976-2016). Predict the reactants needed to synthesize the given product. (1) Given the product [CH3:22][O:23][C:24](=[O:34])[C:25]1[CH:30]=[CH:29][C:28]([O:31][CH3:32])=[C:27]([NH:33][CH2:18][CH:17]=[C:16]([CH3:20])[CH2:15][CH2:14][CH:13]=[C:12]([CH3:21])[CH2:11][CH2:1][CH:2]=[C:3]([CH3:4])[CH2:5][CH2:6][CH:7]=[C:8]([CH3:10])[CH3:9])[CH:26]=1, predict the reactants needed to synthesize it. The reactants are: [CH2:1]([CH2:11]/[C:12](/[CH3:21])=[CH:13]/[CH2:14][CH2:15]/[C:16](/[CH3:20])=[CH:17]/[CH2:18]Br)/[CH:2]=[C:3](/[CH2:5][CH2:6][CH:7]=[C:8]([CH3:10])[CH3:9])\[CH3:4].[CH3:22][O:23][C:24](=[O:34])[C:25]1[CH:30]=[CH:29][C:28]([O:31][CH3:32])=[C:27]([NH2:33])[CH:26]=1. (2) Given the product [NH2:11][C:6]1[CH:7]=[CH:8][CH:9]=[C:10]2[C:5]=1[CH:4]=[CH:3][CH:2]=[N:1]2.[C:6](#[N:11])[CH2:5][C:10]#[N:1].[N:1]1[C:10]2[C:5](=[C:6]([NH:11][N:12]=[C:13]3[C:14]([NH2:19])=[N:15][N:16]=[C:17]3[NH2:18])[CH:7]=[CH:8][CH:9]=2)[CH:4]=[CH:3][CH:2]=1, predict the reactants needed to synthesize it. The reactants are: [N:1]1[C:10]2[C:5](=[C:6]([NH:11][N:12]=[C:13]3[C:17]([NH2:18])=[N:16][N:15]=[C:14]3[NH2:19])[CH:7]=[CH:8][CH:9]=2)[CH:4]=[CH:3][CH:2]=1.O.NN.